This data is from Full USPTO retrosynthesis dataset with 1.9M reactions from patents (1976-2016). The task is: Predict the reactants needed to synthesize the given product. (1) Given the product [CH2:47]([N:5]([CH2:1][CH2:2][CH2:3][CH3:4])[C:6]([C:8]1[N:9]=[C:10]([C:19]2[CH:34]=[CH:33][C:22]([C:23]([OH:25])=[O:24])=[CH:21][C:20]=2[C:35]([N:37]2[CH2:46][CH2:45][C:44]3[C:39](=[CH:40][CH:41]=[CH:42][CH:43]=3)[CH2:38]2)=[O:36])[N:11]([CH2:13][C:14]([O:16][CH2:17][CH3:18])=[O:15])[CH:12]=1)=[O:7])[CH2:48][CH2:49][CH3:50], predict the reactants needed to synthesize it. The reactants are: [CH2:1]([N:5]([CH2:47][CH2:48][CH2:49][CH3:50])[C:6]([C:8]1[N:9]=[C:10]([C:19]2[CH:34]=[CH:33][C:22]([C:23]([O:25]CC3C=CC=CC=3)=[O:24])=[CH:21][C:20]=2[C:35]([N:37]2[CH2:46][CH2:45][C:44]3[C:39](=[CH:40][CH:41]=[CH:42][CH:43]=3)[CH2:38]2)=[O:36])[N:11]([CH2:13][C:14]([O:16][CH2:17][CH3:18])=[O:15])[CH:12]=1)=[O:7])[CH2:2][CH2:3][CH3:4]. (2) Given the product [Cl:1][C:2]1[CH:3]=[CH:4][C:5]2[O:9][C:8](=[O:10])[N:7]([CH2:11][C:12]([N:14]([CH2:16][C:17]3[N:18]([CH2:41][CH2:42][O:43][CH2:44][O:45][CH3:46])[C:19]4[CH:25]=[C:24]([Cl:26])[C:23]([Cl:27])=[CH:22][C:20]=4[N:21]=3)[CH3:15])=[O:13])[C:6]=2[CH:28]=1, predict the reactants needed to synthesize it. The reactants are: [Cl:1][C:2]1[CH:3]=[CH:4][C:5]2[O:9][C:8](=[O:10])[N:7]([CH2:11][C:12]([N:14]([CH2:16][C:17]3[NH:21][C:20]4[CH:22]=[C:23]([Cl:27])[C:24]([Cl:26])=[CH:25][C:19]=4[N:18]=3)[CH3:15])=[O:13])[C:6]=2[CH:28]=1.CN(C=O)C.C([O-])([O-])=O.[K+].[K+].Br[CH2:41][CH2:42][O:43][CH2:44][O:45][CH3:46]. (3) Given the product [F:28][C:25]1[CH:26]=[CH:27][C:22]([O:21][C:19]2[CH:18]=[CH:17][N:16]=[C:15]([C:13]3[NH:12][CH:11]=[C:10]([C:8]([NH:7][CH2:6][CH2:5][CH:4]=[O:3])=[O:9])[CH:14]=3)[CH:20]=2)=[CH:23][C:24]=1[NH:29][C:30]([C:32]1[O:33][CH:34]=[CH:35][C:36]=1[CH3:37])=[O:31], predict the reactants needed to synthesize it. The reactants are: C([O:3][CH:4](OCC)[CH2:5][CH2:6][NH:7][C:8]([C:10]1[CH:14]=[C:13]([C:15]2[CH:20]=[C:19]([O:21][C:22]3[CH:27]=[CH:26][C:25]([F:28])=[C:24]([NH:29][C:30]([C:32]4[O:33][CH:34]=[CH:35][C:36]=4[CH3:37])=[O:31])[CH:23]=3)[CH:18]=[CH:17][N:16]=2)[NH:12][CH:11]=1)=[O:9])C.Cl.O.[OH-].[Na+]. (4) Given the product [F:1][C:2]1[C:11]([NH:12][S:13]([CH2:16][CH2:17][CH3:18])(=[O:14])=[O:15])=[CH:10][CH:9]=[C:8]([F:19])[C:3]=1[C:4]([OH:6])=[O:5], predict the reactants needed to synthesize it. The reactants are: [F:1][C:2]1[C:11]([NH:12][S:13]([CH2:16][CH2:17][CH3:18])(=[O:15])=[O:14])=[CH:10][CH:9]=[C:8]([F:19])[C:3]=1[C:4]([O:6]C)=[O:5].[Li+].[OH-]. (5) Given the product [CH3:45][C:41]([S:40][C:2]1[CH:7]=[CH:6][C:5]([C:8]2[N:17]=[C:16]3[N:10]([CH2:11][CH2:12][C:13]4[CH:29]=[CH:28][CH:27]=[CH:26][C:14]=4[CH:15]3[O:18][CH:19]3[CH2:24][CH2:23][N:22]([CH3:25])[CH2:21][CH2:20]3)[C:9]=2[CH3:30])=[CH:4][CH:3]=1)([CH3:46])[CH2:42][CH2:43][OH:44], predict the reactants needed to synthesize it. The reactants are: Br[C:2]1[CH:7]=[CH:6][C:5]([C:8]2[N:17]=[C:16]3[N:10]([CH2:11][CH2:12][C:13]4[CH:29]=[CH:28][CH:27]=[CH:26][C:14]=4[CH:15]3[O:18][CH:19]3[CH2:24][CH2:23][N:22]([CH3:25])[CH2:21][CH2:20]3)[C:9]=2[CH3:30])=[CH:4][CH:3]=1.C(N(C(C)C)CC)(C)C.[SH:40][C:41]([CH3:46])([CH3:45])[CH2:42][CH2:43][OH:44].CC1(C)C2C(=C(P(C3C=CC=CC=3)C3C=CC=CC=3)C=CC=2)OC2C(P(C3C=CC=CC=3)C3C=CC=CC=3)=CC=CC1=2.N. (6) Given the product [Cl:10][C:11]1[S:15][C:14]([S:16]([NH:9][C:3]2[C:2]([Br:1])=[N:7][CH:6]=[C:5]([Cl:8])[N:4]=2)(=[O:18])=[O:17])=[CH:13][CH:12]=1, predict the reactants needed to synthesize it. The reactants are: [Br:1][C:2]1[C:3]([NH2:9])=[N:4][C:5]([Cl:8])=[CH:6][N:7]=1.[Cl:10][C:11]1[S:15][C:14]([S:16](Cl)(=[O:18])=[O:17])=[CH:13][CH:12]=1. (7) Given the product [CH2:21]([N:8]([CH2:1][C:2]1[CH:7]=[CH:6][CH:5]=[CH:4][CH:3]=1)[C:9]1[N:14]=[C:13]2[CH:15]([CH2:18][C:19]#[N:20])[CH2:16][CH2:17][C:12]2=[CH:11][CH:10]=1)[C:22]1[CH:23]=[CH:24][CH:25]=[CH:26][CH:27]=1, predict the reactants needed to synthesize it. The reactants are: [CH2:1]([N:8]([CH2:21][C:22]1[CH:27]=[CH:26][CH:25]=[CH:24][CH:23]=1)[C:9]1[N:14]=[C:13]2[C:15](=[CH:18][C:19]#[N:20])[CH2:16][CH2:17][C:12]2=[CH:11][CH:10]=1)[C:2]1[CH:7]=[CH:6][CH:5]=[CH:4][CH:3]=1. (8) Given the product [CH3:1][C:2]1[C:3]([CH2:16][C:17]([N:20]2[CH2:25][CH2:24][O:23][CH2:22][CH2:21]2)=[O:18])=[C:4]([CH3:15])[C:5]2[C:13]3[C:8](=[CH:9][CH:10]=[CH:11][CH:12]=3)[NH:7][C:6]=2[N:14]=1, predict the reactants needed to synthesize it. The reactants are: [CH3:1][C:2]1[C:3]([CH2:16][C:17](O)=[O:18])=[C:4]([CH3:15])[C:5]2[C:13]3[C:8](=[CH:9][CH:10]=[CH:11][CH:12]=3)[NH:7][C:6]=2[N:14]=1.[NH:20]1[CH2:25][CH2:24][O:23][CH2:22][CH2:21]1.Cl.C(N=C=NCCCN(C)C)C.ON1C2C=CC=CC=2N=N1.C(=O)(O)[O-].[Na+]. (9) Given the product [C:5]([NH2:16])(=[O:6])[C:4]1[CH:8]=[CH:9][CH:10]=[CH:2][CH:3]=1, predict the reactants needed to synthesize it. The reactants are: F[C:2]1[CH:3]=[C:4]([CH:8]=[CH:9][C:10]=1[N+]([O-])=O)[C:5](O)=[O:6].CC[N:16]=C=NCCCN(C)C.Cl.C1C=CC2N(O)N=NC=2C=1.Cl[Sn]Cl.